Dataset: Forward reaction prediction with 1.9M reactions from USPTO patents (1976-2016). Task: Predict the product of the given reaction. (1) Given the reactants [N:1]1[CH:6]=[CH:5][C:4]([C:7]2[CH:11]=[C:10]([CH2:12]O)[NH:9][N:8]=2)=[CH:3][CH:2]=1.[BrH:14].CC(O)=O, predict the reaction product. The product is: [Br:14][CH2:12][C:10]1[NH:9][N:8]=[C:7]([C:4]2[CH:5]=[CH:6][N:1]=[CH:2][CH:3]=2)[CH:11]=1. (2) Given the reactants Br[C:2]1[C:7]([CH3:8])=[C:6]([Br:9])[C:5]([Br:10])=[C:4]([CH3:11])[C:3]=1Br.[O:13]1C=[CH:16][CH:15]=[CH:14]1.[Li][CH2:19]CCC.CO, predict the reaction product. The product is: [Br:10][C:5]1[C:6]([Br:9])=[C:7]([CH3:8])[CH:2]=[C:3]2[C:4]=1[C:11]1([CH3:19])[O:13][CH:14]2[CH:15]=[CH:16]1. (3) Given the reactants [CH3:1][C:2]([C:4]1[CH:5]=[CH:6][C:7]([OH:10])=[CH:8][CH:9]=1)=[O:3].[C:11](OCC)(=[O:16])[CH2:12][CH2:13][CH2:14][CH3:15].CC(C)([O-])C.[Na+], predict the reaction product. The product is: [OH:10][C:7]1[CH:8]=[CH:9][C:4]([C:2](=[O:3])[CH2:1][C:11](=[O:16])[CH2:12][CH2:13][CH2:14][CH3:15])=[CH:5][CH:6]=1. (4) Given the reactants [CH3:1][C:2]1([CH3:30])[O:6][C@@H:5]([CH2:7][O:8][C:9]2[CH:14]=[CH:13][CH:12]=[CH:11][C:10]=2[C:15]2[CH:16]=[CH:17][C:18]3[N:19]([C:21]([C:25]([O:27]CC)=[O:26])=[C:22]([CH3:24])[N:23]=3)[N:20]=2)[CH2:4][O:3]1.O[Li].O.O, predict the reaction product. The product is: [CH3:1][C:2]1([CH3:30])[O:6][C@@H:5]([CH2:7][O:8][C:9]2[CH:14]=[CH:13][CH:12]=[CH:11][C:10]=2[C:15]2[CH:16]=[CH:17][C:18]3[N:19]([C:21]([C:25]([OH:27])=[O:26])=[C:22]([CH3:24])[N:23]=3)[N:20]=2)[CH2:4][O:3]1. (5) Given the reactants Br[C:2]1[N:7]=[C:6]([CH:8]=[O:9])[CH:5]=[CH:4][C:3]=1[O:10][CH2:11][CH2:12][O:13][Si:14]([C:17]([CH3:20])([CH3:19])[CH3:18])([CH3:16])[CH3:15].[CH3:21][S:22][C:23]1[CH:28]=[CH:27][C:26](B(O)O)=[CH:25][CH:24]=1.C([O-])([O-])=O.[Na+].[Na+], predict the reaction product. The product is: [Si:14]([O:13][CH2:12][CH2:11][O:10][C:3]1[CH:4]=[CH:5][C:6]([CH:8]=[O:9])=[N:7][C:2]=1[C:26]1[CH:27]=[CH:28][C:23]([S:22][CH3:21])=[CH:24][CH:25]=1)([C:17]([CH3:20])([CH3:19])[CH3:18])([CH3:16])[CH3:15]. (6) The product is: [CH2:42]([O:49][C:40]([NH:37][C:11]1([CH3:17])[CH2:10][CH2:9][N:8]([C:6]([O:5][C:1]([CH3:2])([CH3:3])[CH3:4])=[O:7])[CH2:13][CH2:12]1)=[O:25])[C:43]1[CH:48]=[CH:47][CH:46]=[CH:45][CH:44]=1. Given the reactants [C:1]([O:5][C:6]([N:8]1[CH2:13][CH2:12][C:11]([CH3:17])(C(O)=O)[CH2:10][CH2:9]1)=[O:7])([CH3:4])([CH3:3])[CH3:2].C1(P(N=[N+]=[N-])(C2C=CC=CC=2)=[O:25])C=CC=CC=1.C([N:37]([CH2:40]C)CC)C.[CH2:42]([OH:49])[C:43]1[CH:48]=[CH:47][CH:46]=[CH:45][CH:44]=1, predict the reaction product. (7) The product is: [Cl:21][C:13]1[CH:14]=[CH:15][C:16]([CH:18]([CH3:20])[CH3:19])=[CH:17][C:12]=1[CH2:23][C:22]([O:25][C:26]([CH3:29])([CH3:28])[CH3:27])=[O:24]. Given the reactants C[Si]([N-][Si](C)(C)C)(C)C.[Li+].Br[C:12]1[CH:17]=[C:16]([CH:18]([CH3:20])[CH3:19])[CH:15]=[CH:14][C:13]=1[Cl:21].[C:22]([O:25][C:26]([CH3:29])([CH3:28])[CH3:27])(=[O:24])[CH3:23].[Cl-].[NH4+], predict the reaction product. (8) Given the reactants C(Cl)(=O)C(Cl)=O.[CH3:7][C:8]1[C:12]([C:13]([OH:15])=O)=[CH:11][O:10][N:9]=1.[F:16][C:17]([F:34])([F:33])[O:18][C:19]1[CH:24]=[CH:23][CH:22]=[CH:21][C:20]=1[C:25]1[C:26]([NH2:32])=[N:27][C:28]([NH2:31])=[CH:29][N:30]=1.N1C(C)=CC=CC=1C, predict the reaction product. The product is: [NH2:32][C:26]1[N:27]=[C:28]([NH:31][C:13]([C:12]2[C:8]([CH3:7])=[N:9][O:10][CH:11]=2)=[O:15])[CH:29]=[N:30][C:25]=1[C:20]1[CH:21]=[CH:22][CH:23]=[CH:24][C:19]=1[O:18][C:17]([F:34])([F:33])[F:16]. (9) The product is: [Cl:2][C:3]1[C:8]([N:9]2[C:11]([OH:19])=[CH:12][C:13]([C:14]([O:16][CH2:17][CH3:18])=[O:15])=[N:10]2)=[CH:7][CH:6]=[CH:5][N:4]=1. Given the reactants Cl.[Cl:2][C:3]1[C:8]([NH:9][NH2:10])=[CH:7][CH:6]=[CH:5][N:4]=1.[C:11](OCC)(=[O:19])[C:12]#[C:13][C:14]([O:16][CH2:17][CH3:18])=[O:15].Cl, predict the reaction product.